From a dataset of Acute oral toxicity (LD50) regression data from Zhu et al.. Regression/Classification. Given a drug SMILES string, predict its toxicity properties. Task type varies by dataset: regression for continuous values (e.g., LD50, hERG inhibition percentage) or binary classification for toxic/non-toxic outcomes (e.g., AMES mutagenicity, cardiotoxicity, hepatotoxicity). Dataset: ld50_zhu. (1) The compound is CCOP(=S)(OCC)SCn1nc(-c2ccccc2)ccc1=O. The rat oral LD50 is 2.82, given as -log10 of the dose in mol/kg body weight (higher means more acutely toxic). (2) The compound is Fc1c(Br)c(Cl)c2nc(C(F)(F)F)[nH]c2c1Br. The rat oral LD50 is 4.80, given as -log10 of the dose in mol/kg body weight (higher means more acutely toxic). (3) The compound is CC(=O)OC(C)CC(C)(C)OC(C)=O. The rat oral LD50 is 1.78, given as -log10 of the dose in mol/kg body weight (higher means more acutely toxic). (4) The molecule is O=C(C(F)(F)Cl)C(F)(Cl)Cl. The rat oral LD50 is 2.89, given as -log10 of the dose in mol/kg body weight (higher means more acutely toxic). (5) The compound is CCOC(=O)C(SP(=O)(OC)SC)c1ccccc1. The rat oral LD50 is 3.11, given as -log10 of the dose in mol/kg body weight (higher means more acutely toxic).